Dataset: Reaction yield outcomes from USPTO patents with 853,638 reactions. Task: Predict the reaction yield, written as a fraction of the theoretical maximum amount of product (1.0 means a 100% yield; for example, 0.34 means a 34% yield). (1) The reactants are [Br:1][C:2]1[CH:3]=[N:4][CH:5]=[C:6]([CH:10]=1)[C:7]([OH:9])=O.CN(C(ON1N=NC2C=CC=NC1=2)=[N+](C)C)C.F[P-](F)(F)(F)(F)F.CCN(C(C)C)C(C)C.[Cl:44][C:45]1[C:53]([C:54]#[N:55])=[CH:52][CH:51]=[C:50]2[C:46]=1[CH:47]=[C:48]([CH:62]([F:64])[F:63])[N:49]2[CH2:56]/[C:57](=[N:60]/[H])/[NH:58]O. The catalyst is CN(C=O)C.C1COCC1.O. The product is [Br:1][C:2]1[CH:10]=[C:6]([C:7]2[O:9][N:60]=[C:57]([CH2:56][N:49]3[C:50]4[C:46](=[C:45]([Cl:44])[C:53]([C:54]#[N:55])=[CH:52][CH:51]=4)[CH:47]=[C:48]3[CH:62]([F:64])[F:63])[N:58]=2)[CH:5]=[N:4][CH:3]=1. The yield is 0.310. (2) The reactants are [C:1]([C:3]1[C:8]([O:9][CH2:10][C@@H:11]([NH:16]C(=O)OC(C)(C)C)[CH2:12][CH:13]([CH3:15])[CH3:14])=[CH:7][C:6]2[O:24][CH:25]([CH3:32])[C:26]3[C:31]([C:5]=2[CH:4]=1)=[CH:30][CH:29]=[N:28][CH:27]=3)#[N:2].Cl.O1CCOCC1. The catalyst is ClCCl. The product is [NH2:16][C@@H:11]([CH2:12][CH:13]([CH3:15])[CH3:14])[CH2:10][O:9][C:8]1[C:3]([C:1]#[N:2])=[CH:4][C:5]2[C:31]3[C:26](=[CH:27][N:28]=[CH:29][CH:30]=3)[CH:25]([CH3:32])[O:24][C:6]=2[CH:7]=1. The yield is 0.730. (3) The reactants are Cl[CH2:2][C:3]1[CH:8]=[CH:7][C:6]([CH:9]=[CH2:10])=[CH:5][CH:4]=1.[C:11]1(=[O:21])[NH:15][C:14](=[O:16])[C:13]2=[CH:17][CH:18]=[CH:19][CH:20]=[C:12]12.[K]. The catalyst is CN(C=O)C.O. The product is [CH:9]([C:6]1[CH:7]=[CH:8][C:3]([CH2:2][N:15]2[C:11](=[O:21])[C:12]3[C:13](=[CH:17][CH:18]=[CH:19][CH:20]=3)[C:14]2=[O:16])=[CH:4][CH:5]=1)=[CH2:10]. The yield is 0.460. (4) The reactants are Br[C:2]1[CH:24]=[CH:23][C:5]2[C:6]3[N:7]([CH:11]=[C:12]([C:14]4[N:18]([CH:19]([CH3:21])[CH3:20])[N:17]=[C:16]([CH3:22])[N:15]=4)[N:13]=3)[CH2:8][CH2:9][O:10][C:4]=2[CH:3]=1.C([O-])(=O)C.[K+].[CH3:30][N:31]1[CH:35]=[CH:34][C:33](B2OC(C)(C)C(C)(C)O2)=[N:32]1. The catalyst is C(#N)C.CCOC(C)=O.C1C=CC([P]([Pd]([P](C2C=CC=CC=2)(C2C=CC=CC=2)C2C=CC=CC=2)([P](C2C=CC=CC=2)(C2C=CC=CC=2)C2C=CC=CC=2)[P](C2C=CC=CC=2)(C2C=CC=CC=2)C2C=CC=CC=2)(C2C=CC=CC=2)C2C=CC=CC=2)=CC=1. The product is [CH:19]([N:18]1[C:14]([C:12]2[N:13]=[C:6]3[C:5]4[CH:23]=[CH:24][C:2]([C:34]5[CH:33]=[N:32][N:31]([CH3:30])[CH:35]=5)=[CH:3][C:4]=4[O:10][CH2:9][CH2:8][N:7]3[CH:11]=2)=[N:15][C:16]([CH3:22])=[N:17]1)([CH3:21])[CH3:20]. The yield is 0.550. (5) The reactants are [C:1]([O:5][C:6]([NH:8]/[C:9](=[CH:20]\[CH2:21][CH2:22][C@H:23]([O:42][CH2:43][CH2:44][CH3:45])[C@H:24]([C@@H:30]([O:32][CH2:33][C:34]1[CH:39]=[CH:38][C:37]([O:40][CH3:41])=[CH:36][CH:35]=1)[CH3:31])[CH2:25][CH2:26][CH:27]([CH3:29])[CH3:28])/[C:10]([O:12][CH2:13][C:14]1[CH:19]=[CH:18][CH:17]=[CH:16][CH:15]=1)=[O:11])=[O:7])([CH3:4])([CH3:3])[CH3:2]. The catalyst is CO. The product is [C:1]([O:5][C:6]([NH:8][C@@H:9]([CH2:20][CH2:21][CH2:22][C@H:23]([O:42][CH2:43][CH2:44][CH3:45])[C@H:24]([C@@H:30]([O:32][CH2:33][C:34]1[CH:39]=[CH:38][C:37]([O:40][CH3:41])=[CH:36][CH:35]=1)[CH3:31])[CH2:25][CH2:26][CH:27]([CH3:29])[CH3:28])[C:10]([O:12][CH2:13][C:14]1[CH:19]=[CH:18][CH:17]=[CH:16][CH:15]=1)=[O:11])=[O:7])([CH3:2])([CH3:3])[CH3:4]. The yield is 0.730. (6) The reactants are [F:1][C:2]1[C:3]([NH:24][C:25]2[CH:30]=[CH:29][C:28]([I:31])=[CH:27][C:26]=2[F:32])=[C:4]([C:9]([N:11]2[CH2:14][C:13]([CH:16]([OH:23])[CH2:17][CH:18]3[O:22][CH2:21][CH2:20][O:19]3)([OH:15])[CH2:12]2)=[O:10])[CH:5]=[CH:6][C:7]=1[F:8].C(N(CC)CC)C.[CH:40]([C:43]1[CH:48]=[C:47]([CH:49]([CH3:51])[CH3:50])[CH:46]=[C:45]([CH:52]([CH3:54])[CH3:53])[C:44]=1[S:55](Cl)(=[O:57])=[O:56])([CH3:42])[CH3:41].C(OCC)(=O)C. The catalyst is ClCCl.CN(C)C1C=CN=CC=1. The product is [CH3:42][CH:40]([C:43]1[CH:48]=[C:47]([CH:49]([CH3:50])[CH3:51])[CH:46]=[C:45]([CH:52]([CH3:54])[CH3:53])[C:44]=1[S:55]([O:23][CH:16]([C:13]1([OH:15])[CH2:12][N:11]([C:9]([C:4]2[CH:5]=[CH:6][C:7]([F:8])=[C:2]([F:1])[C:3]=2[NH:24][C:25]2[CH:30]=[CH:29][C:28]([I:31])=[CH:27][C:26]=2[F:32])=[O:10])[CH2:14]1)[CH2:17][CH:18]1[O:22][CH2:21][CH2:20][O:19]1)(=[O:56])=[O:57])[CH3:41]. The yield is 0.140. (7) The reactants are [CH3:1][O:2][C:3](=[O:28])[CH2:4][O:5][CH2:6][C:7]#[C:8][CH2:9][N:10]1[C@@H:15](/[CH:16]=[CH:17]/[C:18](=[O:26])[CH2:19][C:20]2[CH:25]=[CH:24][CH:23]=[CH:22][CH:21]=2)[CH2:14][CH2:13][CH2:12][C:11]1=[O:27]. The catalyst is C1(C)C=CC=CC=1.C1C=CC(P(C2C=CC=CC=2)C2C=CC=CC=2)=CC=1.C1C=CC(P(C2C=CC=CC=2)C2C=CC=CC=2)=CC=1.C1C=CC(P(C2C=CC=CC=2)C2C=CC=CC=2)=CC=1.C1C=CC(P(C2C=CC=CC=2)C2C=CC=CC=2)=CC=1.C1C=CC(P(C2C=CC=CC=2)C2C=CC=CC=2)=CC=1.C1C=CC(P(C2C=CC=CC=2)C2C=CC=CC=2)=CC=1.[Cu].[Cu].[Cu].[Cu].[Cu].[Cu]. The product is [CH3:1][O:2][C:3](=[O:28])[CH2:4][O:5][CH2:6][C:7]#[C:8][CH2:9][N:10]1[C@@H:15]([CH2:16][CH2:17][C:18](=[O:26])[CH2:19][C:20]2[CH:25]=[CH:24][CH:23]=[CH:22][CH:21]=2)[CH2:14][CH2:13][CH2:12][C:11]1=[O:27]. The yield is 0.780.